From a dataset of Reaction yield outcomes from USPTO patents with 853,638 reactions. Predict the reaction yield, written as a fraction of the theoretical maximum amount of product (1.0 means a 100% yield; for example, 0.34 means a 34% yield). (1) The reactants are [F:1][C:2]1[C:3]([C:9]([O:11][CH2:12][CH3:13])=[O:10])=[N:4][CH:5]=[C:6](F)[CH:7]=1.[F:14][C:15]([F:18])(O)[CH3:16].C(=O)([O-])[O-:20].[K+].[K+]. The catalyst is C(#N)C. The product is [F:14][CH:15]([F:18])[CH2:16][O:20][C:6]1[CH:7]=[C:2]([F:1])[C:3]([C:9]([O:11][CH2:12][CH3:13])=[O:10])=[N:4][CH:5]=1. The yield is 0.180. (2) The reactants are O.[CH3:2][C:3]1[N:4]=[C:5]([C@H:8]2[CH2:12][CH2:11][CH2:10][N:9]2[C:13]([C:15]2[CH:16]=[C:17]([CH:21]=[CH:22][CH:23]=2)[C:18](O)=[O:19])=[O:14])[S:6][CH:7]=1.CCN=C=NCCCN(C)C.Cl.[NH2:36][C@@H:37]([CH2:60][C:61]1[CH:66]=[CH:65][CH:64]=[CH:63][CH:62]=1)[C@@H:38]([CH:40]1[CH2:44][C@@H:43]([O:45][CH2:46][C:47]2[CH:52]=[CH:51][CH:50]=[CH:49][CH:48]=2)[CH2:42][N:41]1[C:53]([O:55][C:56]([CH3:59])([CH3:58])[CH3:57])=[O:54])[OH:39].CCN(C(C)C)C(C)C. The catalyst is C(Cl)Cl. The product is [CH2:46]([O:45][C@H:43]1[CH2:42][N:41]([C:53]([O:55][C:56]([CH3:57])([CH3:58])[CH3:59])=[O:54])[C@@H:40]([C@@H:38]([OH:39])[C@@H:37]([NH:36][C:18](=[O:19])[C:17]2[CH:21]=[CH:22][CH:23]=[C:15]([C:13]([N:9]3[CH2:10][CH2:11][CH2:12][C@@H:8]3[C:5]3[S:6][CH:7]=[C:3]([CH3:2])[N:4]=3)=[O:14])[CH:16]=2)[CH2:60][C:61]2[CH:62]=[CH:63][CH:64]=[CH:65][CH:66]=2)[CH2:44]1)[C:47]1[CH:52]=[CH:51][CH:50]=[CH:49][CH:48]=1. The yield is 0.810. (3) The reactants are C1([C@H](C2C=CC=C(OC[C:17]3[CH:22]=[CH:21][C:20]([C:23]4[CH:28]=[C:27](OC)[CH:26]=[CH:25][C:24]=4F)=[C:19]([C@H:32](O)C(C)(C)C=C)[CH:18]=3)C=2)CC(O)=O)CC1.[CH3:39][O:40][C:41]1[CH:42]=[C:43](B(O)O)[CH:44]=[CH:45][CH:46]=1.[C:50](=[O:53])([O-])[O-:51].[K+].[K+].[CH3:56]N(C=O)C. The catalyst is [Cl-].[Na+].O.C1C=CC([P]([Pd]([P](C2C=CC=CC=2)(C2C=CC=CC=2)C2C=CC=CC=2)([P](C2C=CC=CC=2)(C2C=CC=CC=2)C2C=CC=CC=2)[P](C2C=CC=CC=2)(C2C=CC=CC=2)C2C=CC=CC=2)(C2C=CC=CC=2)C2C=CC=CC=2)=CC=1. The product is [CH3:32][C:19]1([CH3:18])[C:20]([C:23]2[CH:24]=[C:25]([C:50]([O:51][CH3:56])=[O:53])[CH:26]=[CH:27][C:28]=2[C:43]2[CH:44]=[CH:45][CH:46]=[C:41]([O:40][CH3:39])[CH:42]=2)=[CH:21][CH2:22][CH2:17]1. The yield is 0.900. (4) The catalyst is C1COCC1. The reactants are [CH:1]1([CH2:4][OH:5])[CH2:3][CH2:2]1.CC([O-])(C)C.[K+].[Br:12][C:13]1[CH:18]=[C:17]([N+:19]([O-:21])=[O:20])[CH:16]=[CH:15][C:14]=1F. The yield is 0.880. The product is [Br:12][C:13]1[CH:18]=[C:17]([N+:19]([O-:21])=[O:20])[CH:16]=[CH:15][C:14]=1[O:5][CH2:4][CH:1]1[CH2:3][CH2:2]1. (5) The reactants are C(O[C:6](=O)[NH:7][C@H:8]([C:10](=[O:26])[NH:11][C:12]1[CH:17]=[CH:16][C:15]([F:18])=[CH:14][C:13]=1[NH:19][C:20]1[CH:25]=[CH:24][N:23]=[CH:22][N:21]=1)[CH3:9])(C)(C)C.Cl.ClC1[N:38]=[CH:37][N:36]=[C:35]2[C:31]=1[N:32]=[CH:33][N:34]2[CH:39]1[CH2:44][CH2:43][CH2:42][CH2:41][O:40]1.CCN(C(C)C)C(C)C. The catalyst is O1CCOCC1.CC(O)C.CCOC(C)=O. The product is [F:18][C:15]1[CH:16]=[CH:17][C:12]([NH:11][C:10](=[O:26])[C@@H:8]([NH:7][C:6]2[N:38]=[CH:37][N:36]=[C:35]3[C:31]=2[N:32]=[CH:33][N:34]3[CH:39]2[CH2:44][CH2:43][CH2:42][CH2:41][O:40]2)[CH3:9])=[C:13]([NH:19][C:20]2[CH:25]=[CH:24][N:23]=[CH:22][N:21]=2)[CH:14]=1. The yield is 0.510. (6) The reactants are N[C:2]1[CH:11]=[CH:10][CH:9]=[C:8]2[C:3]=1[CH:4]=[CH:5][N:6]=[CH:7]2.N([O-])=O.[Na+].[OH-].[Na+].[BrH:18]. The catalyst is O. The product is [Br:18][C:2]1[CH:11]=[CH:10][CH:9]=[C:8]2[C:3]=1[CH:4]=[CH:5][N:6]=[CH:7]2. The yield is 0.500. (7) The reactants are Br[C:2]1[CH:3]=[C:4]([S:12]([NH:15][C:16]2[CH:25]=[CH:24][C:19]([C:20]([O:22]C)=[O:21])=[C:18]([OH:26])[CH:17]=2)(=[O:14])=[O:13])[CH:5]=[C:6]([C:8]([F:11])([F:10])[F:9])[CH:7]=1.[OH:27][C:28]1[CH:33]=[CH:32][CH:31]=[CH:30][C:29]=1B1OC(C)(C)C(C)(C)O1. No catalyst specified. The product is [OH:26][C:18]1[CH:17]=[C:16]([NH:15][S:12]([C:4]2[CH:3]=[C:2]([C:29]3[CH:30]=[CH:31][CH:32]=[CH:33][C:28]=3[OH:27])[CH:7]=[C:6]([C:8]([F:10])([F:11])[F:9])[CH:5]=2)(=[O:13])=[O:14])[CH:25]=[CH:24][C:19]=1[C:20]([OH:22])=[O:21]. The yield is 0.720. (8) The reactants are [CH2:1]([O:8][C:9](Cl)=[O:10])[C:2]1[CH:7]=[CH:6][CH:5]=[CH:4][CH:3]=1.[CH3:12][O:13][C:14]([CH:16]1[CH:20]([C@@H:21]([CH3:31])[CH2:22][O:23][Si:24]([C:27]([CH3:30])([CH3:29])[CH3:28])([CH3:26])[CH3:25])[CH2:19][N:18](CC2C=CC=CC=2)[CH2:17]1)=[O:15].O.C(=O)(O)[O-].[Na+]. The catalyst is ClCCl. The product is [CH3:12][O:13][C:14]([CH:16]1[CH:20]([C@@H:21]([CH3:31])[CH2:22][O:23][Si:24]([C:27]([CH3:30])([CH3:29])[CH3:28])([CH3:25])[CH3:26])[CH2:19][N:18]([C:9]([O:8][CH2:1][C:2]2[CH:7]=[CH:6][CH:5]=[CH:4][CH:3]=2)=[O:10])[CH2:17]1)=[O:15]. The yield is 0.890. (9) The reactants are S(O)(O)(=O)=O.[CH3:6][S:7][C:8](=[NH:10])[NH2:9].[CH3:11]SC(=N)N.C(N([CH2:21][CH3:22])CC)C.[O:23]1[CH2:28][CH2:27]OCC1. No catalyst specified. The product is [CH3:6][S:7][C:8]1[NH:9][C:28](=[O:23])[C:27]2[CH2:22][CH2:21][C:11]=2[N:10]=1. The yield is 0.740. (10) The reactants are [S:1]1[C:5]2[CH:6]=[CH:7][CH:8]=[CH:9][C:4]=2[N:3]=[C:2]1[CH:10]([CH2:17][C:18]1[CH:23]=[CH:22][C:21]([O:24][CH2:25][CH2:26][C:27]2[CH:32]=[CH:31][CH:30]=[C:29]([NH:33][CH3:34])[N:28]=2)=[CH:20][CH:19]=1)[CH2:11][C:12]([O:14]CC)=[O:13].CNC1N=C(CCOC2C=CC(CC(C3SC=CN=3)CC(OCC)=O)=CC=2)C=CC=1. No catalyst specified. The product is [S:1]1[C:5]2[CH:6]=[CH:7][CH:8]=[CH:9][C:4]=2[N:3]=[C:2]1[CH:10]([CH2:17][C:18]1[CH:23]=[CH:22][C:21]([O:24][CH2:25][CH2:26][C:27]2[CH:32]=[CH:31][CH:30]=[C:29]([NH:33][CH3:34])[N:28]=2)=[CH:20][CH:19]=1)[CH2:11][C:12]([OH:14])=[O:13]. The yield is 0.610.